Task: Predict the reactants needed to synthesize the given product.. Dataset: Full USPTO retrosynthesis dataset with 1.9M reactions from patents (1976-2016) (1) The reactants are: C1C=CC(N([S:15]([C:18]([F:21])([F:20])[F:19])(=[O:17])=[O:16])[S:15]([C:18]([F:21])([F:20])[F:19])(=[O:17])=[O:16])=CC=1.O1CCCC1.[Cl:27][C:28]1[CH:29]=[CH:30][C:31]2[N:32]([N:34]=[C:35]([OH:37])[CH:36]=2)[CH:33]=1.[H-].[Na+]. Given the product [Cl:27][C:28]1[CH:29]=[CH:30][C:31]2[N:32]([N:34]=[C:35]([O:37][S:15]([C:18]([F:19])([F:20])[F:21])(=[O:16])=[O:17])[CH:36]=2)[CH:33]=1, predict the reactants needed to synthesize it. (2) Given the product [CH2:53]([O:52][C:50]([NH:29][S:26]([C:18]1[S:19][C:20]([CH2:22][CH:23]([CH3:25])[CH3:24])=[CH:21][C:17]=1[C:13]1[CH:14]=[CH:15][CH:16]=[C:11]([CH2:10][N:3]2[C:4]3=[N:5][CH:6]=[CH:7][CH:8]=[C:9]3[N:1]=[CH:2]2)[CH:12]=1)(=[O:28])=[O:27])=[O:51])[CH2:54][CH2:55][CH3:56], predict the reactants needed to synthesize it. The reactants are: [N:1]1[C:9]2[C:4](=[N:5][CH:6]=[CH:7][CH:8]=2)[N:3]([CH2:10][C:11]2[CH:12]=[C:13]([C:17]3[CH:21]=[C:20]([CH2:22][CH:23]([CH3:25])[CH3:24])[S:19][C:18]=3[S:26]([NH:29]C(C)(C)C)(=[O:28])=[O:27])[CH:14]=[CH:15][CH:16]=2)[CH:2]=1.B(Cl)(Cl)Cl.N1(C2C=CC=CN=2)CCCC1.Cl[C:50]([O:52][CH2:53][CH2:54][CH2:55][CH3:56])=[O:51].C(O)(=O)CC(CC(O)=O)(C(O)=O)O. (3) Given the product [Cl:18][C:19]1[N:26]=[CH:25][CH:24]=[CH:23][C:20]=1[C:21]([NH:12][C:10]1[CH:9]=[CH:8][C:6]2[O:7][C:2]([F:1])([F:15])[C:3]([F:13])([F:14])[O:4][C:5]=2[CH:11]=1)=[O:16], predict the reactants needed to synthesize it. The reactants are: [F:1][C:2]1([F:15])[O:7][C:6]2[CH:8]=[CH:9][C:10]([NH2:12])=[CH:11][C:5]=2[O:4][C:3]1([F:14])[F:13].[OH-:16].[Na+].[Cl:18][C:19]1[N:26]=[CH:25][CH:24]=[CH:23][C:20]=1[CH2:21]Cl. (4) The reactants are: C[N:2](C)[CH2:3][CH2:4]N(C)C.CC1(C)C2C=CC=C(P(C3C=CC=CC=3)C3C=CC=CC=3)C=2OC2C1=CC=CC=2P(C1C=CC=CC=1)C1C=CC=CC=1.BrC1[CH:57]=[CH:56][C:55]([C:58](=[O:60])[CH3:59])=[CH:54][C:53]=1[F:61]. Given the product [C:58]([C:55]1[CH:56]=[CH:57][C:4]([C:3]#[N:2])=[C:53]([F:61])[CH:54]=1)(=[O:60])[CH3:59], predict the reactants needed to synthesize it. (5) Given the product [Cl:28][C:29]1[CH:39]=[CH:38][C:32]([O:33][CH2:34][C@@H:35]([OH:36])[CH2:37][N:19]2[CH2:20][CH2:21][C:16]3([O:15][C:14]4[C:24]5[C:10]([C:11](=[O:27])[C:12](=[O:26])[C:13]=4[S:23][CH2:22]3)=[CH:9][CH:8]=[C:7]([C:1]3[CH:2]=[CH:3][CH:4]=[CH:5][CH:6]=3)[CH:25]=5)[CH2:17][CH2:18]2)=[CH:31][CH:30]=1, predict the reactants needed to synthesize it. The reactants are: [C:1]1([C:7]2[CH:25]=[C:24]3[C:10]([C:11](=[O:27])[C:12](=[O:26])[C:13]4[S:23][CH2:22][C:16]5([CH2:21][CH2:20][NH:19][CH2:18][CH2:17]5)[O:15][C:14]=43)=[CH:9][CH:8]=2)[CH:6]=[CH:5][CH:4]=[CH:3][CH:2]=1.[Cl:28][C:29]1[CH:39]=[CH:38][C:32]([O:33][CH2:34][C@@H:35]2[CH2:37][O:36]2)=[CH:31][CH:30]=1. (6) Given the product [Cl:31][C:22]1[CH:21]=[C:20]([NH:19][C:36]([O:37][CH2:38][C@@H:2]([C:5]([OH:7])=[O:6])[NH2:1])=[O:42])[CH:25]=[C:24]([S:26]([OH:29])(=[O:27])=[O:28])[C:23]=1[CH3:30], predict the reactants needed to synthesize it. The reactants are: [NH:1](C(OC(C)(C)C)=O)[C@H:2]([C:5]([O:7]C(C)(C)C)=[O:6])CO.[NH2:19][C:20]1[CH:21]=[C:22]([Cl:31])[C:23]([CH3:30])=[C:24]([S:26]([OH:29])(=[O:28])=[O:27])[CH:25]=1.ClC(Cl)(O[C:36](=[O:42])[O:37][C:38](Cl)(Cl)Cl)Cl.CCN(C(C)C)C(C)C. (7) Given the product [OH:40][C:35]1[C:36]([CH:46]([C:49]2[CH:50]=[CH:51][CH:52]=[CH:53][CH:54]=2)[CH2:47][CH3:48])=[N:37][C:38]2[C:34]([C:11]=1[C:12]([OH:14])=[O:13])=[CH:33][CH:32]=[CH:31][C:30]=2[C:29]([F:28])([F:41])[F:42], predict the reactants needed to synthesize it. The reactants are: OC1C(C(C2C=CC=CC=2)(C)C)=NC2C([C:11]=1[C:12]([OH:14])=[O:13])=CC=C1CCCCC=21.[F:28][C:29]([F:42])([F:41])[C:30]1[CH:31]=[CH:32][CH:33]=[C:34]2[C:38]=1[NH:37][C:36](=O)[C:35]2=[O:40].OCC(=O)[CH:46]([C:49]1[CH:54]=[CH:53][CH:52]=[CH:51][CH:50]=1)[CH2:47][CH3:48]. (8) Given the product [N:49]1[C:50]([C:58]2[CH:59]=[C:60]([NH:64][C:22]([C:17]3[C:18](=[O:21])[O:19][C:20]4[C:15]([CH:16]=3)=[CH:14][CH:13]=[CH:12][C:11]=4[Br:10])=[O:24])[CH:61]=[CH:62][CH:63]=2)=[CH:51][N:52]2[CH:57]=[CH:56][CH:55]=[CH:54][C:53]=12, predict the reactants needed to synthesize it. The reactants are: CCN(C(C)C)C(C)C.[Br:10][C:11]1[CH:12]=[CH:13][CH:14]=[C:15]2[C:20]=1[O:19][C:18](=[O:21])[C:17]([C:22]([OH:24])=O)=[CH:16]2.CN(C(ON1N=NC2C=CC=NC1=2)=[N+](C)C)C.F[P-](F)(F)(F)(F)F.[N:49]1[C:50]([C:58]2[CH:59]=[C:60]([NH2:64])[CH:61]=[CH:62][CH:63]=2)=[CH:51][N:52]2[CH:57]=[CH:56][CH:55]=[CH:54][C:53]=12. (9) Given the product [CH2:68]([O:75][C:76]([N:78]1[CH2:83][CH2:82][N:81]([C:31](=[O:32])[CH2:30][NH:29][C:27]([C:18]2[CH:17]=[C:16]([O:15][CH2:14][C:13]([N:9]3[CH2:10][CH2:11][CH2:12][C@H:8]3[C:6](=[O:7])[NH:5][CH:1]3[CH2:2][CH2:3][CH2:4]3)=[O:34])[N:20]([C:21]3[CH:26]=[CH:25][CH:24]=[CH:23][CH:22]=3)[N:19]=2)=[O:28])[CH2:80][CH2:79]1)=[O:77])[C:69]1[CH:74]=[CH:73][CH:72]=[CH:71][CH:70]=1, predict the reactants needed to synthesize it. The reactants are: [CH:1]1([NH:5][C:6]([C@@H:8]2[CH2:12][CH2:11][CH2:10][N:9]2[C:13](=[O:34])[CH2:14][O:15][C:16]2[N:20]([C:21]3[CH:26]=[CH:25][CH:24]=[CH:23][CH:22]=3)[N:19]=[C:18]([C:27]([NH:29][CH2:30][C:31](O)=[O:32])=[O:28])[CH:17]=2)=[O:7])[CH2:4][CH2:3][CH2:2]1.CCN(C(C)C)C(C)C.CN(C(ON1N=NC2C=CC=NC1=2)=[N+](C)C)C.F[P-](F)(F)(F)(F)F.[CH2:68]([O:75][C:76]([N:78]1[CH2:83][CH2:82][NH:81][CH2:80][CH2:79]1)=[O:77])[C:69]1[CH:74]=[CH:73][CH:72]=[CH:71][CH:70]=1. (10) Given the product [C:1]([O:5][C:6]([N:8]1[CH2:13][C@H:12]([CH2:14][OH:15])[N:11]([CH2:33][C:34]([N:29]2[C:23]3[C:24](=[N:25][CH:26]=[C:21]([C:18]([F:20])([F:17])[CH3:19])[CH:22]=3)[C:27]([CH3:31])([CH3:30])[CH2:28]2)=[O:35])[CH2:10][C@H:9]1[CH3:16])=[O:7])([CH3:4])([CH3:3])[CH3:2], predict the reactants needed to synthesize it. The reactants are: [C:1]([O:5][C:6]([N:8]1[CH2:13][C@H:12]([CH2:14][OH:15])[NH:11][CH2:10][C@H:9]1[CH3:16])=[O:7])([CH3:4])([CH3:3])[CH3:2].[F:17][C:18]([C:21]1[CH:22]=[C:23]2[NH:29][CH2:28][C:27]([CH3:31])([CH3:30])[C:24]2=[N:25][CH:26]=1)([F:20])[CH3:19].Cl[CH2:33][C:34](Cl)=[O:35].CCN(C(C)C)C(C)C.